Dataset: Catalyst prediction with 721,799 reactions and 888 catalyst types from USPTO. Task: Predict which catalyst facilitates the given reaction. Reactant: [CH3:1][C:2]1[CH:7]=[CH:6][C:5]([NH:8][C:9]([NH:11][CH2:12][C:13]2[CH:18]=[CH:17][CH:16]=[CH:15][CH:14]=2)=[O:10])=[CH:4][C:3]=1[N:19]1[C:23](=[O:24])[CH2:22][CH:21]([C:25]([NH:27][CH:28]([C:35]2[CH:36]=[N:37][CH:38]=[CH:39][CH:40]=2)[CH2:29][C:30]([O:32]CC)=[O:31])=[O:26])[CH2:20]1.[OH-].[Na+].[OH-].[Na+].O.C1COCC1.CO. Product: [CH3:1][C:2]1[CH:7]=[CH:6][C:5]([NH:8][C:9]([NH:11][CH2:12][C:13]2[CH:18]=[CH:17][CH:16]=[CH:15][CH:14]=2)=[O:10])=[CH:4][C:3]=1[N:19]1[C:23](=[O:24])[CH2:22][CH:21]([C:25]([NH:27][CH:28]([C:35]2[CH:36]=[N:37][CH:38]=[CH:39][CH:40]=2)[CH2:29][C:30]([OH:32])=[O:31])=[O:26])[CH2:20]1. The catalyst class is: 776.